Dataset: Reaction yield outcomes from USPTO patents with 853,638 reactions. Task: Predict the reaction yield, written as a fraction of the theoretical maximum amount of product (1.0 means a 100% yield; for example, 0.34 means a 34% yield). (1) The reactants are [Br:1][C:2]1[CH:7]=[N:6][C:5]([O:8]C)=[C:4]2[N:10]([S:13]([C:16]3[CH:22]=[CH:21][C:19]([CH3:20])=[CH:18][CH:17]=3)(=[O:15])=[O:14])[CH:11]=[CH:12][C:3]=12.Cl. The catalyst is O1CCOCC1. The product is [Br:1][C:2]1[C:3]2[CH:12]=[CH:11][N:10]([S:13]([C:16]3[CH:22]=[CH:21][C:19]([CH3:20])=[CH:18][CH:17]=3)(=[O:15])=[O:14])[C:4]=2[C:5](=[O:8])[NH:6][CH:7]=1. The yield is 0.940. (2) The reactants are [N:1]1[CH:6]=[CH:5][C:4]([CH2:7][C:8](=[O:10])[CH3:9])=[CH:3][CH:2]=1.[CH:11](=O)[C:12]1[CH:17]=[CH:16][CH:15]=[CH:14][CH:13]=1.N1CCCCC1. The catalyst is C1C=CC=CC=1. The product is [C:12]1([CH:11]=[C:7]([C:4]2[CH:5]=[CH:6][N:1]=[CH:2][CH:3]=2)[C:8](=[O:10])[CH3:9])[CH:17]=[CH:16][CH:15]=[CH:14][CH:13]=1. The yield is 0.780. (3) The reactants are BrC1C=C([NH:10][C:11]2[CH:15]=[C:14]([CH2:16][O:17][CH3:18])[N:13]([CH3:19])[N:12]=2)C(=O)N(C)C=1.CC1(C)C2C(=C(P(C3C=CC=CC=3)C3C=CC=CC=3)C=CC=2)OC2C(P(C3C=CC=CC=3)C3C=CC=CC=3)=CC=CC1=2.Br[C:63]1[C:64](=[O:71])[N:65]([CH3:70])[N:66]=[C:67]([Cl:69])[CH:68]=1.C([O-])([O-])=O.[Cs+].[Cs+]. The catalyst is O1CCOCC1.C1C=CC(/C=C/C(/C=C/C2C=CC=CC=2)=O)=CC=1.C1C=CC(/C=C/C(/C=C/C2C=CC=CC=2)=O)=CC=1.C1C=CC(/C=C/C(/C=C/C2C=CC=CC=2)=O)=CC=1.[Pd].[Pd]. The product is [Cl:69][C:67]1[CH:68]=[C:63]([NH:10][C:11]2[CH:15]=[C:14]([CH2:16][O:17][CH3:18])[N:13]([CH3:19])[N:12]=2)[C:64](=[O:71])[N:65]([CH3:70])[N:66]=1. The yield is 0.940. (4) The reactants are O[C:2]1[CH:16]=[CH:15][C:5]([C:6]([C:8]2[CH:13]=[CH:12][C:11]([OH:14])=[CH:10][CH:9]=2)=[O:7])=[CH:4][CH:3]=1.Br[CH2:18][CH2:19][CH2:20][CH2:21][CH2:22][CH2:23][CH2:24][CH2:25][CH2:26][CH2:27][CH2:28][CH2:29][CH2:30][CH2:31][CH2:32][CH2:33][CH2:34][CH2:35][CH2:36][CH2:37][CH2:38][CH3:39].[C:40](=[O:43])([O-])[O-].[K+].[K+].Cl. The catalyst is O.CN(C=O)C. The product is [CH2:18]([O:14][C:11]1[CH:12]=[CH:13][C:8]([C:6]([C:5]2[CH:15]=[CH:16][C:2]([O:43][CH2:40][CH2:38][CH2:37][CH2:36][CH2:35][CH2:34][CH2:33][CH2:32][CH2:31][CH2:30][CH2:29][CH2:28][CH2:27][CH2:26][CH2:25][CH2:24][CH2:23][CH2:22][CH2:21][CH2:20][CH2:19][CH3:18])=[CH:3][CH:4]=2)=[O:7])=[CH:9][CH:10]=1)[CH2:19][CH2:20][CH2:21][CH2:22][CH2:23][CH2:24][CH2:25][CH2:26][CH2:27][CH2:28][CH2:29][CH2:30][CH2:31][CH2:32][CH2:33][CH2:34][CH2:35][CH2:36][CH2:37][CH2:38][CH3:39]. The yield is 0.890. (5) The reactants are COC1C=CC(C[NH:8][C:9]2[C:14]([C:15]3[N:16]=[N:17][S:18][C:19]=3[C:20]3[CH:25]=[CH:24][CH:23]=[C:22]([Cl:26])[C:21]=3[Cl:27])=[CH:13][C:12]([Br:28])=[CH:11][N:10]=2)=CC=1.C(O)(C(F)(F)F)=O. The catalyst is C(Cl)Cl. The product is [Br:28][C:12]1[CH:13]=[C:14]([C:15]2[N:16]=[N:17][S:18][C:19]=2[C:20]2[CH:25]=[CH:24][CH:23]=[C:22]([Cl:26])[C:21]=2[Cl:27])[C:9]([NH2:8])=[N:10][CH:11]=1. The yield is 0.370.